From a dataset of Catalyst prediction with 721,799 reactions and 888 catalyst types from USPTO. Predict which catalyst facilitates the given reaction. (1) Reactant: [CH:1]([CH:4]1[CH2:9][CH2:8][C:7]([CH3:12])([CH:10]=[O:11])[CH2:6][CH2:5]1)([CH3:3])[CH3:2].CC(=CC)C.Cl([O-])=[O:19].[Na+].P([O-])(O)(O)=O.[Na+]. Product: [CH:1]([CH:4]1[CH2:5][CH2:6][C:7]([CH3:12])([C:10]([OH:19])=[O:11])[CH2:8][CH2:9]1)([CH3:3])[CH3:2]. The catalyst class is: 878. (2) Reactant: [CH3:1][O:2][C:3]1[CH:8]=[CH:7][CH:6]=[C:5]([CH3:9])[N:4]=1.P([O-])([O-])(O)=O.[Na+].[Na+].[Br:17]Br. Product: [CH3:1][O:2][C:3]1[N:4]=[C:5]([CH3:9])[C:6]([Br:17])=[CH:7][CH:8]=1. The catalyst class is: 6. (3) Reactant: C(N(C(C)C)CC)(C)C.[NH2:10][C:11]1[N:15]([C:16]2[CH:21]=[CH:20][C:19]([F:22])=[CH:18][CH:17]=2)[N:14]=[CH:13][C:12]=1[C:23]([OH:25])=O.CN(C(ON1N=NC2C=CC=NC1=2)=[N+](C)C)C.F[P-](F)(F)(F)(F)F.[NH2:50][CH2:51][C:52]([CH2:58][N:59]([CH2:67][CH3:68])[CH2:60][C:61]1[CH:66]=[CH:65][CH:64]=[CH:63][CH:62]=1)([OH:57])[C:53]([F:56])([F:55])[F:54]. Product: [NH2:10][C:11]1[N:15]([C:16]2[CH:17]=[CH:18][C:19]([F:22])=[CH:20][CH:21]=2)[N:14]=[CH:13][C:12]=1[C:23]([NH:50][CH2:51][C:52]([CH2:58][N:59]([CH2:67][CH3:68])[CH2:60][C:61]1[CH:62]=[CH:63][CH:64]=[CH:65][CH:66]=1)([OH:57])[C:53]([F:56])([F:55])[F:54])=[O:25]. The catalyst class is: 9. (4) Reactant: O[CH2:2][C@@H:3]1[NH:7][C:6](=[O:8])[CH2:5][CH2:4]1.[C:9]1([CH3:19])[CH:14]=[CH:13][C:12]([S:15](Cl)(=[O:17])=[O:16])=[CH:11][CH:10]=1. Product: [C:9]1([CH3:19])[CH:14]=[CH:13][C:12]([S:15]([CH2:2][C@@H:3]2[NH:7][C:6](=[O:8])[CH2:5][CH2:4]2)(=[O:17])=[O:16])=[CH:11][CH:10]=1. The catalyst class is: 172. (5) Reactant: C[O-].[Na+].Cl.[NH2:5][OH:6].[C:7]([C:9]1[CH:10]=[CH:11][C:12]([Cl:15])=[N:13][CH:14]=1)#[N:8]. Product: [Cl:15][C:12]1[N:13]=[CH:14][C:9]([C:7](=[N:5][OH:6])[NH2:8])=[CH:10][CH:11]=1. The catalyst class is: 5. (6) Reactant: [Cl:1][C:2]1[CH:3]=[C:4]2[C:12](=[C:13]([NH2:15])[CH:14]=1)[NH:11][C:10]1[CH:9]=[N:8][CH:7]=[C:6]([CH3:16])[C:5]2=1.Cl.[C:18](Cl)(=[O:25])[C:19]1[CH:24]=[CH:23][CH:22]=[N:21][CH:20]=1.CCOC(C)=O. Product: [Cl:1][C:2]1[CH:3]=[C:4]2[C:12](=[C:13]([NH:15][C:18](=[O:25])[C:19]3[CH:24]=[CH:23][CH:22]=[N:21][CH:20]=3)[CH:14]=1)[NH:11][C:10]1[CH:9]=[N:8][CH:7]=[C:6]([CH3:16])[C:5]2=1. The catalyst class is: 228. (7) Reactant: C(=O)([O-])[O-].[K+].[K+].[CH3:7][NH:8][CH:9]1[CH2:13][CH2:12][N:11]([C:14]([O:16][C:17]([CH3:20])([CH3:19])[CH3:18])=[O:15])[CH2:10]1.Br[CH2:22][C:23]1[CH:28]=[CH:27][C:26]([F:29])=[CH:25][C:24]=1[C:30]([F:33])([F:32])[F:31]. Product: [F:29][C:26]1[CH:27]=[CH:28][C:23]([CH2:22][N:8]([CH3:7])[CH:9]2[CH2:13][CH2:12][N:11]([C:14]([O:16][C:17]([CH3:19])([CH3:18])[CH3:20])=[O:15])[CH2:10]2)=[C:24]([C:30]([F:33])([F:32])[F:31])[CH:25]=1. The catalyst class is: 23.